This data is from Forward reaction prediction with 1.9M reactions from USPTO patents (1976-2016). The task is: Predict the product of the given reaction. (1) Given the reactants [NH2:1][C:2]1[C:3]2[CH:10]=[CH:9][N:8]([C@H:11]3[C@:15]([C:17]#[CH:18])([OH:16])[C@H:14]([OH:19])[C@@H:13]([CH2:20][OH:21])[O:12]3)[C:4]=2[N:5]=[CH:6][N:7]=1.CCN(CC)CC.[C:29](OC(=O)C)(=[O:31])[CH3:30], predict the reaction product. The product is: [NH2:1][C:2]1[C:3]2[CH:10]=[CH:9][N:8]([C@@H:11]3[O:12][C@H:13]([CH2:20][OH:21])[C@@H:14]([O:19][C:29](=[O:31])[CH3:30])[C@@:15]3([C:17]#[CH:18])[OH:16])[C:4]=2[N:5]=[CH:6][N:7]=1. (2) Given the reactants [Cl:1][C:2]1[N:7]=[C:6](Cl)[C:5]([N+:9]([O-:11])=[O:10])=[CH:4][N:3]=1.[CH:12]1([NH:17][CH2:18][C:19]([F:27])([CH2:25][CH3:26])[C:20]([O:22][CH2:23][CH3:24])=[O:21])[CH2:16][CH2:15][CH2:14][CH2:13]1.C(=O)([O-])[O-].[K+].[K+], predict the reaction product. The product is: [Cl:1][C:2]1[N:7]=[C:6]([N:17]([CH2:18][C:19]([F:27])([CH2:25][CH3:26])[C:20]([O:22][CH2:23][CH3:24])=[O:21])[CH:12]2[CH2:13][CH2:14][CH2:15][CH2:16]2)[C:5]([N+:9]([O-:11])=[O:10])=[CH:4][N:3]=1.